From a dataset of Full USPTO retrosynthesis dataset with 1.9M reactions from patents (1976-2016). Predict the reactants needed to synthesize the given product. (1) Given the product [Br:1][C:2]1[CH:3]=[C:4]2[C:9](=[CH:10][CH:11]=1)[C:8](=[O:12])[N:7]([CH2:13][C:14]1[CH:23]=[CH:22][C:17]([C:18]3[NH:19][C:47](=[O:48])[O:21][N:20]=3)=[CH:16][CH:15]=1)[C:6]([C:24](=[O:27])[CH2:25][CH3:26])=[C:5]2[C:28]1[CH:29]=[CH:30][CH:31]=[CH:32][CH:33]=1, predict the reactants needed to synthesize it. The reactants are: [Br:1][C:2]1[CH:3]=[C:4]2[C:9](=[CH:10][CH:11]=1)[C:8](=[O:12])[N:7]([CH2:13][C:14]1[CH:23]=[CH:22][C:17]([C:18]([NH:20][OH:21])=[NH:19])=[CH:16][CH:15]=1)[C:6]([C:24](=[O:27])[CH2:25][CH3:26])=[C:5]2[C:28]1[CH:33]=[CH:32][CH:31]=[CH:30][CH:29]=1.C1CCN2C(=NCCC2)CC1.C1C[O:48][CH2:47]C1. (2) The reactants are: [NH2:1][C:2]1[CH:3]=[CH:4][C:5]([N:9]2[CH2:13][CH2:12][C@@H:11]([O:14][Si:15]([C:18]([CH3:21])([CH3:20])[CH3:19])([CH3:17])[CH3:16])[CH2:10]2)=[C:6]([F:8])[CH:7]=1.N[C@@H]1CCN(C2C=CC(N3[CH2:38][C@H:37](COC4C=CON=4)[O:36][C:35]3=[O:46])=CC=2F)C1. Given the product [CH2:37]([O:36][C:35]([NH:1][C:2]1[CH:3]=[CH:4][C:5]([N:9]2[CH2:13][CH2:12][C@@H:11]([O:14][Si:15]([C:18]([CH3:21])([CH3:20])[CH3:19])([CH3:16])[CH3:17])[CH2:10]2)=[C:6]([F:8])[CH:7]=1)=[O:46])[CH3:38], predict the reactants needed to synthesize it. (3) The reactants are: [F:1][C:2]1[CH:7]=[C:6]([C:8]([OH:11])([CH3:10])[CH3:9])[CH:5]=[C:4]([F:12])[C:3]=1[C:13]1[S:17][C:16]([NH:18][C:19]2[N:20]=[N:21][C:22]([O:25]CC[Si](C)(C)C)=[CH:23][CH:24]=2)=[C:15]([C:32]([NH2:34])=[O:33])[CH:14]=1.C(O)(C(F)(F)F)=O.C([O-])(O)=O.[Na+]. Given the product [F:12][C:4]1[CH:5]=[C:6]([C:8]([OH:11])([CH3:10])[CH3:9])[CH:7]=[C:2]([F:1])[C:3]=1[C:13]1[S:17][C:16]([NH:18][C:19]2[CH:24]=[CH:23][C:22](=[O:25])[NH:21][N:20]=2)=[C:15]([C:32]([NH2:34])=[O:33])[CH:14]=1, predict the reactants needed to synthesize it. (4) Given the product [Cl:9][C:10]1[CH:18]=[CH:17][C:16]([N+:19]([O-:21])=[O:20])=[CH:15][C:11]=1[C:12]1[O:8][C:7]2[C:2]([N:1]=1)=[N:3][CH:4]=[CH:5][CH:6]=2, predict the reactants needed to synthesize it. The reactants are: [NH2:1][C:2]1[C:7]([OH:8])=[CH:6][CH:5]=[CH:4][N:3]=1.[Cl:9][C:10]1[CH:18]=[CH:17][C:16]([N+:19]([O-:21])=[O:20])=[CH:15][C:11]=1[C:12](O)=O.C(=O)([O-])[O-].[K+].[K+]. (5) Given the product [CH3:13][N:14]1[CH2:20][CH2:19][CH2:18][N:17]([C:2]2[NH:3][C:4](=[O:12])[C:5]3[C:10]([CH:11]=2)=[CH:9][CH:8]=[CH:7][CH:6]=3)[CH2:16][CH2:15]1, predict the reactants needed to synthesize it. The reactants are: Cl[C:2]1[NH:3][C:4](=[O:12])[C:5]2[C:10]([CH:11]=1)=[CH:9][CH:8]=[CH:7][CH:6]=2.[CH3:13][N:14]1[CH2:20][CH2:19][CH2:18][NH:17][CH2:16][CH2:15]1. (6) Given the product [CH2:1]([O:3][C:4](=[O:15])[CH:5]([OH:14])[CH2:6][C:7]1[CH:8]=[CH:9][C:10]([O:13][CH2:16][C:17]2[CH:22]=[CH:21][CH:20]=[CH:19][CH:18]=2)=[CH:11][CH:12]=1)[CH3:2], predict the reactants needed to synthesize it. The reactants are: [CH2:1]([O:3][C:4](=[O:15])[C@@H:5]([OH:14])[CH2:6][C:7]1[CH:12]=[CH:11][C:10]([OH:13])=[CH:9][CH:8]=1)[CH3:2].[CH2:16](Br)[C:17]1[CH:22]=[CH:21][CH:20]=[CH:19][CH:18]=1.C(=O)([O-])[O-].[K+].[K+].